This data is from Catalyst prediction with 721,799 reactions and 888 catalyst types from USPTO. The task is: Predict which catalyst facilitates the given reaction. (1) Reactant: [NH2:1][C:2]1[CH:10]=[CH:9][C:8]([Br:11])=[CH:7][C:3]=1[C:4]([OH:6])=O.[F:12][C:13]([F:24])([F:23])[C:14](=O)[CH2:15][C:16]1[CH:21]=[CH:20][CH:19]=[CH:18][CH:17]=1.CS(O)(=O)=O.O=P12OP3(OP(OP(O3)(O1)=O)(=O)O2)=O. Product: [Br:11][C:8]1[CH:7]=[C:3]2[C:2](=[CH:10][CH:9]=1)[N:1]=[C:14]([C:13]([F:23])([F:24])[F:12])[C:15]([C:16]1[CH:21]=[CH:20][CH:19]=[CH:18][CH:17]=1)=[C:4]2[OH:6]. The catalyst class is: 6. (2) Reactant: Cl[C:2]1[N:10]=[C:9]2[C:5]([N:6]=[CH:7][N:8]2[CH:11]([CH3:13])[CH3:12])=[C:4]([NH:14][CH2:15][C:16]2[CH:21]=[CH:20][C:19]([O:22][CH3:23])=[CH:18][CH:17]=2)[N:3]=1.[CH3:24][C:25]1[CH:30]=[CH:29][C:28]([OH:31])=[CH:27][CH:26]=1.CC([O-])(C)C.[K+]. Product: [CH3:24][C:25]1[CH:30]=[CH:29][C:28]([O:31][C:2]2[N:10]=[C:9]3[C:5]([N:6]=[CH:7][N:8]3[CH:11]([CH3:13])[CH3:12])=[C:4]([NH:14][CH2:15][C:16]3[CH:21]=[CH:20][C:19]([O:22][CH3:23])=[CH:18][CH:17]=3)[N:3]=2)=[CH:27][CH:26]=1. The catalyst class is: 110. (3) Reactant: [C:1]([CH:12]1C(=O)O[C:15](C)([CH3:19])[O:14][C:13]1=[O:21])(=[O:11])[CH2:2][CH2:3][CH2:4][CH2:5][CH2:6][CH2:7][CH2:8][CH2:9][CH3:10]. Product: [O:11]=[C:1]([CH2:2][CH2:3][CH2:4][CH2:5][CH2:6][CH2:7][CH2:8][CH2:9][CH3:10])[CH2:12][C:13]([O:14][CH2:15][CH3:19])=[O:21]. The catalyst class is: 8. (4) Reactant: [O:1]=[O+][O-].C=[C:5]1[CH2:24][CH:8]2[C:9](=[O:23])[N:10]([C:12]3[CH:17]=[CH:16][C:15]([O:18][C:19]([F:22])([F:21])[F:20])=[CH:14][CH:13]=3)[CH2:11][CH:7]2[CH2:6]1. Product: [F:20][C:19]([F:21])([F:22])[O:18][C:15]1[CH:16]=[CH:17][C:12]([N:10]2[CH2:11][CH:7]3[CH2:6][C:5](=[O:1])[CH2:24][CH:8]3[C:9]2=[O:23])=[CH:13][CH:14]=1. The catalyst class is: 2. (5) Reactant: I[C:2]1[CH:7]=[CH:6][C:5]([OH:8])=[C:4]([CH3:9])[CH:3]=1.[O:10]([CH2:20][CH2:21][CH:22]1[CH2:27][CH:26]2[CH2:28][CH:23]1[CH:24]=[CH:25]2)[CH2:11][CH2:12][CH:13]1[CH2:18][CH:17]2[CH2:19][CH:14]1[CH:15]=[CH:16]2.C(N([CH2:34][CH3:35])CC)C.[CH:36]([OH:38])=O. Product: [O:10]([CH2:20][CH2:21][CH:22]1[CH2:27][CH:26]2[CH2:28][CH:23]1[CH2:24][CH:25]2[C:2]1[CH:3]=[CH:4][C:36]([OH:38])=[C:34]([CH3:35])[CH:7]=1)[CH2:11][CH2:12][CH:13]1[CH2:18][CH:17]2[CH2:19][CH:14]1[CH2:15][CH:16]2[C:2]1[CH:7]=[CH:6][C:5]([OH:8])=[C:4]([CH3:9])[CH:3]=1. The catalyst class is: 427. (6) Reactant: C(O)(C(F)(F)F)=O.[CH3:8][N:9]([CH3:40])[CH2:10][C:11]([NH:13][CH2:14][C:15]1([C:28]2[CH:33]=[CH:32][CH:31]=[C:30]([C:34]3[CH:35]=[N:36][N:37]([CH3:39])[CH:38]=3)[CH:29]=2)[CH2:20][CH2:19][N:18](C(OC(C)(C)C)=O)[CH2:17][CH2:16]1)=[O:12]. Product: [CH3:8][N:9]([CH3:40])[CH2:10][C:11]([NH:13][CH2:14][C:15]1([C:28]2[CH:33]=[CH:32][CH:31]=[C:30]([C:34]3[CH:35]=[N:36][N:37]([CH3:39])[CH:38]=3)[CH:29]=2)[CH2:20][CH2:19][NH:18][CH2:17][CH2:16]1)=[O:12]. The catalyst class is: 2. (7) Reactant: [Cl:1][C:2]1[CH:3]=[CH:4][C:5]([O:15][CH2:16][C:17]([N:19]2[CH2:24][C@H:23]([CH3:25])[N:22]([CH2:26][C:27]3[CH:32]=[CH:31][C:30]([F:33])=[CH:29][CH:28]=3)[CH2:21][C@H:20]2[CH3:34])=[O:18])=[C:6]([C:8](=[O:14])[CH2:9][CH2:10][C:11]([OH:13])=[O:12])[CH:7]=1.[BH4-].[Na+]. Product: [Cl:1][C:2]1[CH:3]=[CH:4][C:5]([O:15][CH2:16][C:17]([N:19]2[CH2:24][C@H:23]([CH3:25])[N:22]([CH2:26][C:27]3[CH:28]=[CH:29][C:30]([F:33])=[CH:31][CH:32]=3)[CH2:21][C@H:20]2[CH3:34])=[O:18])=[C:6]([CH:8]([OH:14])[CH2:9][CH2:10][C:11]([OH:13])=[O:12])[CH:7]=1. The catalyst class is: 430.